Dataset: Forward reaction prediction with 1.9M reactions from USPTO patents (1976-2016). Task: Predict the product of the given reaction. Given the reactants [Cl:1][C:2]1[N:7]=[C:6](Cl)[CH:5]=[C:4]([CH3:9])[N:3]=1.C(N(CC)C(C)C)(C)C.[NH2:19][C@@H:20]1[C:28]2[C:23](=[CH:24][CH:25]=[CH:26][CH:27]=2)[CH2:22][CH2:21]1, predict the reaction product. The product is: [Cl:1][C:2]1[N:7]=[C:6]([NH:19][C@@H:20]2[C:28]3[C:23](=[CH:24][CH:25]=[CH:26][CH:27]=3)[CH2:22][CH2:21]2)[CH:5]=[C:4]([CH3:9])[N:3]=1.